From a dataset of Experimentally validated miRNA-target interactions with 360,000+ pairs, plus equal number of negative samples. Binary Classification. Given a miRNA mature sequence and a target amino acid sequence, predict their likelihood of interaction. (1) The miRNA is hsa-miR-513b-3p with sequence AAAUGUCACCUUUUUGAGAGGA. The protein sequence of the target gene is MPAPSMDCDVSTLVACVVDVEVFTNQEVKEKFEGLFRTYDDCVTFQLFKSFRRVRINFSNPKSAARARIELHETQFRGKKLKLYFAQVQTPETDGDKLHLAPPQPAKQFLISPPSSPPVGWQPINDATPVLNYDLLYAVAKLGPGEKYELHAGTESTPSVVVHVCDSDIEEEEDPKTSPKPKIIQTRRPGLPPSVSN. Result: 1 (interaction). (2) The miRNA is mmu-miR-324-3p with sequence CCACUGCCCCAGGUGCUGCU. The protein sequence of the target gene is MTPASRSACRWALLLLAVLWPQQRAAGSGIFQLRLQEFVNQRGMLANGQSCEPGCRTFFRICLKHFQATFSEGPCTFGNVSTPVLGTNSFVVRDKNSGSGRNPLQLPFNFTWPGTFSLNIQAWHTPGDDLRPETSPGNSLISQIIIQGSLAVGKIWRTDEQNDTLTRLSYSYRVICSDNYYGESCSRLCKKRDDHFGHYECQPDGSLSCLPGWTGKYCDQPICLSGCHEQNGYCSKPDECICRPGWQGRLCNECIPHNGCRHGTCSIPWQCACDEGWGGLFCDQDLNYCTHHSPCKNGST.... Result: 0 (no interaction).